This data is from Full USPTO retrosynthesis dataset with 1.9M reactions from patents (1976-2016). The task is: Predict the reactants needed to synthesize the given product. (1) Given the product [C:1]([OH:5])(=[O:4])[CH:2]=[CH2:3].[NH2:11][C:10]([O:36][CH2:34][CH3:35])=[O:9], predict the reactants needed to synthesize it. The reactants are: [C:1]([O:5]CCO)(=[O:4])[CH:2]=[CH2:3].[O:9]=[C:10]=[N:11]C1CC(C)(C)CC(C)(CN=C=O)C1.C(C1[CH:35]=[C:34]([OH:36])C=CC=1O)(C)(C)C. (2) Given the product [CH:14]([N:16]=[C:9]([NH2:11])[C:8]1[CH:7]=[CH:6][C:5]([C:3]([O:2][CH3:1])=[O:4])=[CH:13][CH:12]=1)=[O:15], predict the reactants needed to synthesize it. The reactants are: [CH3:1][O:2][C:3]([C:5]1[CH:13]=[CH:12][C:8]([C:9]([NH2:11])=O)=[CH:7][CH:6]=1)=[O:4].[CH:14]([NH2:16])=[O:15]. (3) Given the product [CH3:13][CH:14]([C:15]1[NH:17][C:3]2[CH2:4][CH2:5][CH2:6][C:7](=[O:8])[C:2]=2[N:16]=1)[CH3:18], predict the reactants needed to synthesize it. The reactants are: Br[C:2]1[C:3](=O)[CH2:4][CH2:5][CH2:6][C:7]=1[O:8]CC.Cl.[CH3:13][CH:14]([CH3:18])[C:15](=[NH:17])[NH2:16].C(=O)([O-])[O-].[K+].[K+]. (4) The reactants are: C(N(CC)CC)C.O[C@:9]1([C@@H:20]2[CH2:24][CH2:23][CH2:22][N:21]2[C:25]([O:27][C:28]([CH3:31])([CH3:30])[CH3:29])=[O:26])[O:13][N:12]=[C:11]([C:14]2[N:19]=[CH:18][CH:17]=[CH:16][N:15]=2)[CH2:10]1.S(Cl)(Cl)=O.CO.C(OC(=O)C)C. Given the product [N:19]1[CH:18]=[CH:17][CH:16]=[N:15][C:14]=1[C:11]1[CH:10]=[C:9]([C@@H:20]2[CH2:24][CH2:23][CH2:22][N:21]2[C:25]([O:27][C:28]([CH3:31])([CH3:30])[CH3:29])=[O:26])[O:13][N:12]=1, predict the reactants needed to synthesize it. (5) Given the product [NH2:38][C:28]1[C:27]([C:23]2[CH:22]=[C:21]([CH2:20][NH:19][C:17]([C@@H:4]3[CH2:3][C@@H:2]([F:1])[CH2:6][N:5]3[S:7]([C:10]3[CH:15]=[CH:14][C:13]([F:16])=[CH:12][CH:11]=3)(=[O:9])=[O:8])=[O:18])[CH:26]=[CH:25][N:24]=2)=[CH:32][CH:31]=[C:30]([C:33]([F:35])([F:36])[F:34])[N:29]=1, predict the reactants needed to synthesize it. The reactants are: [F:1][C@H:2]1[CH2:6][N:5]([S:7]([C:10]2[CH:15]=[CH:14][C:13]([F:16])=[CH:12][CH:11]=2)(=[O:9])=[O:8])[C@H:4]([C:17]([NH:19][CH2:20][C:21]2[CH:26]=[CH:25][N:24]=[C:23]([C:27]3[C:28](F)=[N:29][C:30]([C:33]([F:36])([F:35])[F:34])=[CH:31][CH:32]=3)[CH:22]=2)=[O:18])[CH2:3]1.[NH3:38]. (6) The reactants are: [CH3:1][O:2][C:3](=[O:25])[CH2:4][C:5]1[C:9]2[CH:10]=[C:11](Br)[C:12]([O:14][CH2:15][C:16]3[CH:21]=[CH:20][C:19]([Cl:22])=[CH:18][C:17]=3[Cl:23])=[CH:13][C:8]=2[O:7][CH:6]=1.[C:26]([O-])([O-])=O.[Na+].[Na+].CB(O)O. Given the product [CH3:1][O:2][C:3](=[O:25])[CH2:4][C:5]1[C:9]2[CH:10]=[C:11]([CH3:26])[C:12]([O:14][CH2:15][C:16]3[CH:21]=[CH:20][C:19]([Cl:22])=[CH:18][C:17]=3[Cl:23])=[CH:13][C:8]=2[O:7][CH:6]=1, predict the reactants needed to synthesize it. (7) Given the product [C:1]([O:5][C:6](=[O:23])[NH:7][CH:8]1[CH2:9][CH2:10][CH:11]([C:14]2[CH:15]=[C:16]3[CH:22]=[CH:21][NH:20][C:17]3=[N:18][CH:19]=2)[CH2:12][CH2:13]1)([CH3:4])([CH3:2])[CH3:3], predict the reactants needed to synthesize it. The reactants are: [C:1]([O:5][C:6](=[O:23])[NH:7][CH:8]1[CH2:13][CH2:12][C:11]([C:14]2[CH:15]=[C:16]3[CH:22]=[CH:21][NH:20][C:17]3=[N:18][CH:19]=2)=[CH:10][CH2:9]1)([CH3:4])([CH3:3])[CH3:2].CCOC(C)=O. (8) The reactants are: [Cl:1][C:2]1[CH:17]=[CH:16][CH:15]=[C:14]([N+:18]([O-])=O)[C:3]=1[C:4]([NH:6][C:7]1[CH:12]=[CH:11][C:10]([F:13])=[CH:9][CH:8]=1)=[O:5].C([O-])=O.[NH4+]. Given the product [NH2:18][C:14]1[CH:15]=[CH:16][CH:17]=[C:2]([Cl:1])[C:3]=1[C:4]([NH:6][C:7]1[CH:8]=[CH:9][C:10]([F:13])=[CH:11][CH:12]=1)=[O:5], predict the reactants needed to synthesize it. (9) Given the product [Cl:17][C:7]1[C:6]([C:11]([F:14])([F:13])[F:12])=[CH:5][C:4]([N+:1]([O-:3])=[O:2])=[CH:9][N:8]=1, predict the reactants needed to synthesize it. The reactants are: [N+:1]([C:4]1[CH:5]=[C:6]([C:11]([F:14])([F:13])[F:12])[C:7](O)=[N:8][CH:9]=1)([O-:3])=[O:2].O=S(Cl)[Cl:17].CN(C=O)C.